Dataset: Forward reaction prediction with 1.9M reactions from USPTO patents (1976-2016). Task: Predict the product of the given reaction. Given the reactants [CH2:1]([C@@H:8]([CH2:12][CH2:13][C@H:14]([CH2:34][C:35]1[CH:40]=[CH:39][CH:38]=[CH:37][CH:36]=1)[C:15]([NH:17][C@H:18]1[CH2:24][CH2:23][S:22][C@H:21]2[CH2:25][CH2:26][CH2:27][C@@H:28]([C:29]([O:31][CH3:32])=[O:30])[N:20]2[C:19]1=[O:33])=[O:16])[C:9]([OH:11])=O)[C:2]1[CH:7]=[CH:6][CH:5]=[CH:4][CH:3]=1.FC(F)(F)C(O)=O.[NH2:48][C@H:49]1[CH2:55][CH2:54][CH2:53][CH2:52][N:51]([C:56]2[CH:61]=[CH:60][CH:59]=[CH:58][C:57]=2[CH3:62])[C:50]1=[O:63], predict the reaction product. The product is: [CH2:34]([C@@H:14]([CH2:13][CH2:12][C@H:8]([CH2:1][C:2]1[CH:3]=[CH:4][CH:5]=[CH:6][CH:7]=1)[C:9](=[O:11])[NH:48][C@H:49]1[CH2:55][CH2:54][CH2:53][CH2:52][N:51]([C:56]2[CH:61]=[CH:60][CH:59]=[CH:58][C:57]=2[CH3:62])[C:50]1=[O:63])[C:15]([NH:17][C@H:18]1[CH2:24][CH2:23][S:22][C@H:21]2[CH2:25][CH2:26][CH2:27][C@@H:28]([C:29]([O:31][CH3:32])=[O:30])[N:20]2[C:19]1=[O:33])=[O:16])[C:35]1[CH:40]=[CH:39][CH:38]=[CH:37][CH:36]=1.